Task: Predict the reaction yield, written as a fraction of the theoretical maximum amount of product (1.0 means a 100% yield; for example, 0.34 means a 34% yield).. Dataset: Reaction yield outcomes from USPTO patents with 853,638 reactions (1) The reactants are [Br:1][C:2]1[CH:7]=[C:6]([C:8]2[N:13]=[N:12][C:11](SC)=[N:10][CH:9]=2)[CH:5]=[C:4]([Br:16])[C:3]=1[OH:17].[Br:18][C:19]1[CH:26]=[CH:25][C:22]([CH2:23][OH:24])=[CH:21][CH:20]=1.CC(C)([O-])C.[K+].P([O-])([O-])([O-])=O. The catalyst is O1CCCC1.C(Cl)Cl. The product is [Br:1][C:2]1[CH:7]=[C:6]([C:8]2[N:13]=[N:12][C:11]([O:24][CH2:23][C:22]3[CH:25]=[CH:26][C:19]([Br:18])=[CH:20][CH:21]=3)=[N:10][CH:9]=2)[CH:5]=[C:4]([Br:16])[C:3]=1[OH:17]. The yield is 0.300. (2) The reactants are Cl[C:2]1[C:3]([CH3:14])=[N:4][C:5]2[C:10]([N:11]=1)=[CH:9][C:8]([O:12][CH3:13])=[CH:7][CH:6]=2.C(=O)([O-])[O-:16].[Na+].[Na+]. The yield is 0.710. The product is [CH3:13][O:12][C:8]1[CH:9]=[C:10]2[C:5]([N:4]=[C:3]([CH3:14])[C:2](=[O:16])[NH:11]2)=[CH:6][CH:7]=1. The catalyst is Cl.O. (3) The reactants are Br[CH:2]1[C:10]2[C:5](=[CH:6][C:7]([Cl:12])=[C:8]([Cl:11])[CH:9]=2)[C:4](=[O:13])[O:3]1.[O:14]1CCOCC1. The catalyst is Cl. The product is [Cl:11][C:8]1[C:7]([Cl:12])=[CH:6][C:5]([C:4]([OH:3])=[O:13])=[C:10]([CH:2]=[O:14])[CH:9]=1. The yield is 0.730. (4) The reactants are O.[OH-].[Li+].C[O:5][C:6]([C:8]1[CH:9]=[C:10]([C@:14]2([CH3:30])[CH2:19][CH2:18][N:17]([C:20]([O:22][CH2:23][CH2:24][Si:25]([CH3:28])([CH3:27])[CH3:26])=[O:21])[CH2:16][C@@H:15]2[CH3:29])[CH:11]=[CH:12][CH:13]=1)=[O:7].Cl. The catalyst is O.O1CCCC1. The product is [C:6]([C:8]1[CH:9]=[C:10]([C@:14]2([CH3:30])[CH2:19][CH2:18][N:17]([C:20]([O:22][CH2:23][CH2:24][Si:25]([CH3:28])([CH3:27])[CH3:26])=[O:21])[CH2:16][C@@H:15]2[CH3:29])[CH:11]=[CH:12][CH:13]=1)([OH:7])=[O:5]. The yield is 0.970. (5) The reactants are [CH2:1]([C:5]1[N:6]=[C:7]([CH2:27][CH2:28][CH3:29])[NH:8][C:9](=[O:26])[C:10]=1[CH2:11][C:12]1[CH:17]=[CH:16][C:15]([C:18]2[C:19]([C:24]#[N:25])=[CH:20][CH:21]=[CH:22][CH:23]=2)=[CH:14][CH:13]=1)[CH2:2][CH2:3][CH3:4].[O:30]1[C:34]2[CH:35]=[CH:36][C:37](B(O)O)=[CH:38][C:33]=2[CH2:32][CH2:31]1.N1C=CC=CC=1.C(N(CC)CC)C. The catalyst is C(OCC)(=O)C.C([O-])(=O)C.[Cu+2].C([O-])(=O)C.ClCCl. The product is [CH2:1]([C:5]1[N:6]=[C:7]([CH2:27][CH2:28][CH3:29])[N:8]([C:37]2[CH:36]=[CH:35][C:34]3[O:30][CH2:31][CH2:32][C:33]=3[CH:38]=2)[C:9](=[O:26])[C:10]=1[CH2:11][C:12]1[CH:17]=[CH:16][C:15]([C:18]2[C:19]([C:24]#[N:25])=[CH:20][CH:21]=[CH:22][CH:23]=2)=[CH:14][CH:13]=1)[CH2:2][CH2:3][CH3:4]. The yield is 0.790. (6) The reactants are [CH:1]12[CH2:10][CH:5]3[CH2:6][CH:7]([CH2:9][CH:3]([CH2:4]3)[CH:2]1[NH:11][C:12]([C:14]1[N:19]=[C:18]([N:20]3[CH2:25][CH2:24][N:23](C(OC(C)(C)C)=O)[CH2:22][CH2:21]3)[CH:17]=[CH:16][CH:15]=1)=[O:13])[CH2:8]2.CO. The catalyst is FC(F)(F)C(O)=O. The product is [CH:1]12[CH2:10][CH:5]3[CH2:6][CH:7]([CH2:9][CH:3]([CH2:4]3)[CH:2]1[NH:11][C:12](=[O:13])[C:14]1[CH:15]=[CH:16][CH:17]=[C:18]([N:20]3[CH2:21][CH2:22][NH:23][CH2:24][CH2:25]3)[N:19]=1)[CH2:8]2. The yield is 0.980.